From a dataset of Acute oral toxicity (LD50) regression data from Zhu et al.. Regression/Classification. Given a drug SMILES string, predict its toxicity properties. Task type varies by dataset: regression for continuous values (e.g., LD50, hERG inhibition percentage) or binary classification for toxic/non-toxic outcomes (e.g., AMES mutagenicity, cardiotoxicity, hepatotoxicity). Dataset: ld50_zhu. (1) The compound is CCCCCC(O)C=CC1C(O)CC(=O)C1CCCCCCC(=O)O. The rat oral LD50 is 3.19, given as -log10 of the dose in mol/kg body weight (higher means more acutely toxic). (2) The compound is CC(C)(C)C(=O)C1C(=O)c2ccccc2C1=O. The rat oral LD50 is 2.92, given as -log10 of the dose in mol/kg body weight (higher means more acutely toxic). (3) The drug is O=C1NC(CCCl)Oc2ccccc21. The rat oral LD50 is 1.33, given as -log10 of the dose in mol/kg body weight (higher means more acutely toxic). (4) The compound is O=C(O)c1cc(N=Nc2ccc(S(=O)(=O)Nc3ccccn3)cc2)ccc1O. The rat oral LD50 is 1.41, given as -log10 of the dose in mol/kg body weight (higher means more acutely toxic). (5) The drug is c1ccc2c(c1)OCO2. The rat oral LD50 is 2.32, given as -log10 of the dose in mol/kg body weight (higher means more acutely toxic). (6) The compound is CCCN(CCC)C(=O)C(CCC(=O)NCCCOC(=O)Cc1c(C)n(C(=O)c2ccc(Cl)cc2)c2ccc(OC)cc12)NC(=O)c1ccccc1. The rat oral LD50 is 3.30, given as -log10 of the dose in mol/kg body weight (higher means more acutely toxic). (7) The molecule is CC(CCl)OP(=O)(OC(C)CCl)OC(C)CCl. The rat oral LD50 is 2.34, given as -log10 of the dose in mol/kg body weight (higher means more acutely toxic).